This data is from Forward reaction prediction with 1.9M reactions from USPTO patents (1976-2016). The task is: Predict the product of the given reaction. (1) Given the reactants [CH3:1][O:2][C:3]1[CH:4]=[CH:5][C:6]2[N:10]=[C:9]([C:11]3[C:23]4[C:22]5[C:17](=[CH:18][CH:19]=[CH:20][CH:21]=5)[C:16](=[N:24]O)[C:15]=4[CH:14]=[CH:13][CH:12]=3)[NH:8][C:7]=2[CH:26]=1, predict the reaction product. The product is: [CH3:1][O:2][C:3]1[CH:4]=[CH:5][C:6]2[N:10]=[C:9]([C:11]3[C:23]4[C:22]5[C:17](=[CH:18][CH:19]=[CH:20][CH:21]=5)[CH:16]([NH2:24])[C:15]=4[CH:14]=[CH:13][CH:12]=3)[NH:8][C:7]=2[CH:26]=1. (2) The product is: [Br:1][C@@H:29]1[CH2:34][C@H:33]2[C@H:35]3[C@H:44]([CH2:45][CH2:46][C@:31]2([CH3:32])[CH2:30]1)[C:43]1[CH:42]=[CH:41][C:40]([O:47][CH3:48])=[CH:39][C:38]=1[CH2:37][CH2:36]3. Given the reactants [Br:1]N1C(=O)CCC1=O.C1(P(C2C=CC=CC=2)C2C=CC=CC=2)C=CC=CC=1.O[C@H:29]1[CH2:34][C@H:33]2[C@H:35]3[C@H:44]([CH2:45][CH2:46][C@:31]2([CH3:32])[CH2:30]1)[C:43]1[CH:42]=[CH:41][C:40]([O:47][CH3:48])=[CH:39][C:38]=1[CH2:37][CH2:36]3, predict the reaction product. (3) Given the reactants ON1C2N=CC=CC=2N=N1.[F:11][C:12]1[CH:17]=[CH:16][CH:15]=[CH:14][C:13]=1[C:18]1[CH:19]=[N:20][C:21]([N:24]2[C:32]3[C:27](=[CH:28][CH:29]=[C:30]([C:33](O)=[O:34])[CH:31]=3)[C:26]([CH3:36])=[CH:25]2)=[N:22][CH:23]=1.[O:37]1[CH2:42][CH2:41][CH2:40][NH:39][CH2:38]1.C(N(C(C)C)CC)(C)C, predict the reaction product. The product is: [F:11][C:12]1[CH:17]=[CH:16][CH:15]=[CH:14][C:13]=1[C:18]1[CH:19]=[N:20][C:21]([N:24]2[C:32]3[C:27](=[CH:28][CH:29]=[C:30]([C:33]([N:39]4[CH2:40][CH2:41][CH2:42][O:37][CH2:38]4)=[O:34])[CH:31]=3)[C:26]([CH3:36])=[CH:25]2)=[N:22][CH:23]=1. (4) Given the reactants [Br:1][CH2:2][C:3]([C:5]1[CH:10]=[CH:9][CH:8]=[CH:7][CH:6]=1)=[O:4].B.CNC.CO.Cl, predict the reaction product. The product is: [Br:1][CH2:2][CH:3]([C:5]1[CH:10]=[CH:9][CH:8]=[CH:7][CH:6]=1)[OH:4]. (5) Given the reactants [Cl:1][C:2]1[N:7]=[CH:6][N:5]=[C:4]([NH:8][C:9]2[CH:10]=[C:11]([S:17]([NH:20][CH3:21])(=[O:19])=[O:18])[CH:12]=[CH:13][C:14]=2[S:15][CH3:16])[CH:3]=1.B1([O-])OO1.[OH2:26].[OH2:27].O.O.[Na+], predict the reaction product. The product is: [Cl:1][C:2]1[N:7]=[CH:6][N:5]=[C:4]([NH:8][C:9]2[CH:10]=[C:11]([S:17]([NH:20][CH3:21])(=[O:19])=[O:18])[CH:12]=[CH:13][C:14]=2[S:15]([CH3:16])(=[O:27])=[O:26])[CH:3]=1. (6) Given the reactants F[C:2]1[CH:28]=[CH:27][C:5]2[N:6]=[C:7]([C:9]3[C:10]([NH2:26])=[N:11][CH:12]=[C:13]([C:15]4[CH:16]=[N:17][N:18]([CH:20]5[CH2:25][CH2:24][NH:23][CH2:22][CH2:21]5)[CH:19]=4)[CH:14]=3)[S:8][C:4]=2[CH:3]=1.[Br:29]C1C=CC2SC(I)=NC=2C=1, predict the reaction product. The product is: [Br:29][C:28]1[CH:2]=[CH:3][C:4]2[S:8][C:7]([C:9]3[C:10]([NH2:26])=[N:11][CH:12]=[C:13]([C:15]4[CH:16]=[N:17][N:18]([CH:20]5[CH2:25][CH2:24][NH:23][CH2:22][CH2:21]5)[CH:19]=4)[CH:14]=3)=[N:6][C:5]=2[CH:27]=1. (7) Given the reactants [ClH:1].[CH3:2][N:3]([CH3:16])[CH2:4][CH2:5][O:6][C:7]1[CH:12]=[CH:11][C:10]([N+:13]([O-])=O)=[CH:9][CH:8]=1, predict the reaction product. The product is: [ClH:1].[CH3:2][N:3]([CH3:16])[CH2:4][CH2:5][O:6][C:7]1[CH:12]=[CH:11][C:10]([NH2:13])=[CH:9][CH:8]=1.